This data is from Full USPTO retrosynthesis dataset with 1.9M reactions from patents (1976-2016). The task is: Predict the reactants needed to synthesize the given product. Given the product [F:1][C:2]1[C:3]([O:19][CH3:20])=[C:4]([C@@H:8]([CH3:18])[CH2:9][C@@:10]([C:13]([F:14])([F:15])[F:16])([OH:17])[CH:11]=[N:21][C:22]2[CH:31]=[CH:30][C:29]([F:32])=[C:28]3[C:23]=2[CH:24]=[N:25][C:26]([CH3:33])=[N:27]3)[CH:5]=[CH:6][CH:7]=1, predict the reactants needed to synthesize it. The reactants are: [F:1][C:2]1[C:3]([O:19][CH3:20])=[C:4]([C@@H:8]([CH3:18])[CH2:9][C@:10]([OH:17])([C:13]([F:16])([F:15])[F:14])[CH:11]=O)[CH:5]=[CH:6][CH:7]=1.[NH2:21][C:22]1[CH:31]=[CH:30][C:29]([F:32])=[C:28]2[C:23]=1[CH:24]=[N:25][C:26]([CH3:33])=[N:27]2.